Dataset: Full USPTO retrosynthesis dataset with 1.9M reactions from patents (1976-2016). Task: Predict the reactants needed to synthesize the given product. (1) Given the product [NH2:7][CH:15]([CH2:14][CH2:13][CH2:12][CH2:11][CH3:23])[C:16]([O:18][C:19]([CH3:22])([CH3:21])[CH3:20])=[O:17], predict the reactants needed to synthesize it. The reactants are: C([O-])(=O)C.[NH4+].C([BH3-])#[N:7].[Na+].O=[C:11]([CH3:23])[CH2:12][CH2:13][CH2:14][CH2:15][C:16]([O:18][C:19]([CH3:22])([CH3:21])[CH3:20])=[O:17].[Cl-].[Na+]. (2) Given the product [ClH:17].[CH2:18]([O:21][C@H:22]1[CH2:27][CH2:26][CH2:25][N:24]([CH2:14][C@H:9]2[CH2:10][CH2:11][CH2:12][CH2:13][C@@H:8]2[NH2:7])[CH2:23]1)[CH:19]=[CH2:20], predict the reactants needed to synthesize it. The reactants are: C(OC(=O)[NH:7][C@H:8]1[CH2:13][CH2:12][CH2:11][CH2:10][C@@H:9]1[CH:14]=O)(C)(C)C.[ClH:17].[CH2:18]([O:21][C@H:22]1[CH2:27][CH2:26][CH2:25][NH:24][CH2:23]1)[CH:19]=[CH2:20].[BH-](OC(C)=O)(OC(C)=O)OC(C)=O.[Na+].[OH-].[Na+].Cl.O1CCOCC1. (3) Given the product [C:1]([O:5][C:6]([NH:8][CH2:9][CH2:10][N:11]([CH2:17][CH2:18][C:19]([OH:21])=[O:20])[CH2:12][CH2:13][C:14]([OH:16])=[O:15])=[O:7])([CH3:4])([CH3:2])[CH3:3], predict the reactants needed to synthesize it. The reactants are: [C:1]([O:5][C:6]([NH:8][CH2:9][CH2:10][N:11]([CH2:17][CH2:18][C:19]([O:21]CC1C=CC=CC=1)=[O:20])[CH2:12][CH2:13][C:14]([O-:16])=[O:15])=[O:7])([CH3:4])([CH3:3])[CH3:2].C(Cl)Cl.